This data is from Full USPTO retrosynthesis dataset with 1.9M reactions from patents (1976-2016). The task is: Predict the reactants needed to synthesize the given product. (1) Given the product [Cl:1][C:2]1[CH:3]=[C:4]([CH:18]=[CH:19][C:20]=1[Cl:21])[CH2:5][C:6]1[CH:7]=[N:8][C:9]2[N:10]([N:12]=[CH:13][C:14]=2[NH2:15])[CH:11]=1, predict the reactants needed to synthesize it. The reactants are: [Cl:1][C:2]1[CH:3]=[C:4]([CH:18]=[CH:19][C:20]=1[Cl:21])[CH2:5][C:6]1[CH:7]=[N:8][C:9]2[N:10]([N:12]=[CH:13][C:14]=2[N+:15]([O-])=O)[CH:11]=1.Cl.[OH-].[Na+]. (2) Given the product [CH:1]1([N:6]2[CH2:12][C:11]([F:14])([CH3:13])[C:10](=[O:15])[N:9]([CH3:16])[C:8]3[CH:17]=[N:18][C:19]([NH:21][C:22]4[CH:37]=[CH:36][C:25]([C:26]([NH:28][CH:29]5[CH2:34][CH2:33][N:32]([CH3:35])[CH2:31][CH2:30]5)=[O:27])=[CH:24][C:23]=4[O:38][CH3:39])=[N:20][C:7]2=3)[CH2:2][CH2:3][CH2:4][CH2:40][CH2:5]1, predict the reactants needed to synthesize it. The reactants are: [CH:1]1([N:6]2[CH2:12][C:11]([F:14])([CH3:13])[C:10](=[O:15])[N:9]([CH3:16])[C:8]3[CH:17]=[N:18][C:19]([NH:21][C:22]4[CH:37]=[CH:36][C:25]([C:26]([NH:28][CH:29]5[CH2:34][CH2:33][N:32]([CH3:35])[CH2:31][CH2:30]5)=[O:27])=[CH:24][C:23]=4[O:38][CH3:39])=[N:20][C:7]2=3)[CH2:5][CH2:4][CH2:3][CH2:2]1.[CH:40]1(NCC(F)(C)C(OCC)=O)CCCCC1.CC1(C(OC)=O)CO1. (3) Given the product [F:40][C:41]([F:46])([F:45])[C:42]([OH:44])=[O:43].[F:32][C:29]1([F:31])[CH2:28][NH:27][C@H:26]([CH2:25][N:8]2[C:4]3=[N:5][CH:6]=[N:7][C:2]([NH2:1])=[C:3]3[C:10]([C:11]3[CH:16]=[CH:15][C:14]([O:17][C:18]4[CH:23]=[CH:22][CH:21]=[CH:20][CH:19]=4)=[CH:13][C:12]=3[F:24])=[N:9]2)[CH2:30]1, predict the reactants needed to synthesize it. The reactants are: [NH2:1][C:2]1[N:7]=[CH:6][N:5]=[C:4]2[N:8]([CH2:25][C@@H:26]3[CH2:30][C:29]([F:32])([F:31])[CH2:28][N:27]3C(OC(C)(C)C)=O)[N:9]=[C:10]([C:11]3[CH:16]=[CH:15][C:14]([O:17][C:18]4[CH:23]=[CH:22][CH:21]=[CH:20][CH:19]=4)=[CH:13][C:12]=3[F:24])[C:3]=12.[F:40][C:41]([F:46])([F:45])[C:42]([OH:44])=[O:43]. (4) Given the product [NH:1]1[CH:5]=[CH:4][CH:3]=[CH:2]1.[N+:8]([CH2:11][C:6](=[O:7])[CH2:2][CH2:3][CH2:4][CH3:5])([O-:10])=[O:9].[N+:8](/[CH:11]=[CH:6]/[C:2]1[NH:1][CH:5]=[CH:4][CH:3]=1)([O-:10])=[O:9], predict the reactants needed to synthesize it. The reactants are: [NH:1]1[CH:5]=[CH:4][CH:3]=[C:2]1[CH:6]=[O:7].[N+:8]([CH3:11])([O-:10])=[O:9]. (5) Given the product [CH3:1][C:2]1[C:10]2[C:5](=[C:6]([CH3:11])[CH:7]=[CH:8][CH:9]=2)[NH:4][C:3]=1[CH2:12][N:13]([CH3:18])[C:14](=[O:17])/[CH:15]=[CH:16]/[C:20]1[CH:31]=[N:30][C:23]2[NH:24][C:25](=[O:29])[CH2:26][CH2:27][CH2:28][C:22]=2[CH:21]=1, predict the reactants needed to synthesize it. The reactants are: [CH3:1][C:2]1[C:10]2[C:5](=[C:6]([CH3:11])[CH:7]=[CH:8][CH:9]=2)[NH:4][C:3]=1[CH2:12][N:13]([CH3:18])[C:14](=[O:17])[CH:15]=[CH2:16].Br[C:20]1[CH:31]=[N:30][C:23]2[NH:24][C:25](=[O:29])[CH2:26][CH2:27][CH2:28][C:22]=2[CH:21]=1.CCN(C(C)C)C(C)C.CC1C=CC=CC=1P(C1C=CC=CC=1C)C1C=CC=CC=1C. (6) Given the product [ClH:3].[ClH:40].[Cl:40][C:41]1[CH:42]=[C:43]([CH:59]([C:67]2([OH:73])[CH2:72][CH2:71][CH2:70][CH2:69][CH2:68]2)[CH2:60][N:61]2[CH2:62][CH2:63][N:64]([CH3:4])[CH2:65][CH2:66]2)[CH:44]=[CH:45][C:46]=1[O:47][CH2:48][C:49]1[CH:54]=[CH:53][CH:52]=[C:51]([C:55]([F:57])([F:58])[F:56])[CH:50]=1, predict the reactants needed to synthesize it. The reactants are: Cl.Cl.[Cl:3][C:4]1C=C(C2(O)CCCCC2CCN2CCN(C)CC2)C=CC=1OCC1C=CC=C(C(F)(F)F)C=1.Cl.Cl.[Cl:40][C:41]1[CH:42]=[C:43]([CH:59]([C:67]2([OH:73])[CH2:72][CH2:71][CH2:70][CH2:69][CH2:68]2)[CH2:60][N:61]2[CH2:66][CH2:65][NH:64][CH2:63][CH2:62]2)[CH:44]=[CH:45][C:46]=1[O:47][CH2:48][C:49]1[CH:54]=[CH:53][CH:52]=[C:51]([C:55]([F:58])([F:57])[F:56])[CH:50]=1. (7) The reactants are: [I-].[CH3:2][S+](C)(C)=O.[H-].[Na+].[Cl:9][C:10]1[C:15](/[CH:16]=[CH:17]/[C:18]([O:20][CH2:21][CH3:22])=[O:19])=[CH:14][CH:13]=[C:12]([C:23]2[CH:28]=[CH:27][CH:26]=[C:25]([C:29]([F:32])([F:31])[F:30])[CH:24]=2)[N:11]=1. Given the product [Cl:9][C:10]1[C:15]([C@@H:16]2[CH2:2][C@H:17]2[C:18]([O:20][CH2:21][CH3:22])=[O:19])=[CH:14][CH:13]=[C:12]([C:23]2[CH:28]=[CH:27][CH:26]=[C:25]([C:29]([F:30])([F:31])[F:32])[CH:24]=2)[N:11]=1, predict the reactants needed to synthesize it. (8) The reactants are: [H-].[Na+].[OH:3][C:4]1[CH:9]=[CH:8][C:7]([C:10]2[CH:11]=[C:12]([C:18]#[N:19])[C:13](=[O:17])[NH:14][C:15]=2[CH3:16])=[CH:6][CH:5]=1.Br[CH2:21][C:22]([O:24][CH2:25][CH3:26])=[O:23]. Given the product [CH2:25]([O:24][C:22](=[O:23])[CH2:21][O:3][C:4]1[CH:5]=[CH:6][C:7]([C:10]2[CH:11]=[C:12]([C:18]#[N:19])[C:13](=[O:17])[NH:14][C:15]=2[CH3:16])=[CH:8][CH:9]=1)[CH3:26], predict the reactants needed to synthesize it.